From a dataset of Aqueous solubility values for 9,982 compounds from the AqSolDB database. Regression/Classification. Given a drug SMILES string, predict its absorption, distribution, metabolism, or excretion properties. Task type varies by dataset: regression for continuous measurements (e.g., permeability, clearance, half-life) or binary classification for categorical outcomes (e.g., BBB penetration, CYP inhibition). For this dataset (solubility_aqsoldb), we predict Y. (1) The compound is CCC(=O)OC1CCC2(C)C(=CCC3C4CCC(=O)C4(C)CCC32)C1. The Y is -4.69 log mol/L. (2) The Y is -0.740 log mol/L. The drug is O=C(O)/C=C/CBr. (3) The Y is -2.61 log mol/L. The molecule is O=C1NC(=O)c2ccccc21. (4) The drug is C#CCOc1cc(-n2nc3n(c2=O)CCCC3)c(Cl)cc1Cl. The Y is -4.33 log mol/L. (5) The drug is CSc1ncccn1. The Y is -0.402 log mol/L. (6) The molecule is CCC(C)OC(=S)S.[Na+]. The Y is 0.469 log mol/L. (7) The molecule is CCOc1ccc(NC(=O)Nc2ccc(OCC)cc2)cc1. The Y is -4.44 log mol/L. (8) The drug is C=CSC(C)O. The Y is 0.00549 log mol/L.